From a dataset of Full USPTO retrosynthesis dataset with 1.9M reactions from patents (1976-2016). Predict the reactants needed to synthesize the given product. (1) Given the product [F:8][C:6]1[CH:5]=[C:4]([C:9]2[N:13]([CH2:27][C:26]([O:25][C:21]([CH3:24])([CH3:23])[CH3:22])=[O:29])[C:12](=[O:14])[C:11]3([CH2:18][CH2:17][CH2:16][CH2:15]3)[N:10]=2)[CH:3]=[C:2]([F:1])[CH:7]=1, predict the reactants needed to synthesize it. The reactants are: [F:1][C:2]1[CH:3]=[C:4]([C:9]2[NH:13][C:12](=[O:14])[C:11]3([CH2:18][CH2:17][CH2:16][CH2:15]3)[N:10]=2)[CH:5]=[C:6]([F:8])[CH:7]=1.[H-].[Na+].[C:21]([O:25][C:26](=[O:29])[CH2:27]Br)([CH3:24])([CH3:23])[CH3:22]. (2) Given the product [NH:21]1[CH:22]=[CH:23][N:24]=[C:20]1[CH2:19][N:15]([CH:16]([CH3:18])[CH3:17])[C:11]1[CH:10]=[C:9]([OH:8])[CH:14]=[CH:13][CH:12]=1, predict the reactants needed to synthesize it. The reactants are: C([O:8][C:9]1[CH:10]=[C:11]([N:15]([CH2:19][C:20]2[NH:24][CH:23]=[CH:22][N:21]=2)[CH:16]([CH3:18])[CH3:17])[CH:12]=[CH:13][CH:14]=1)C1C=CC=CC=1. (3) Given the product [CH3:30][O:29][C:27]([C:16]1[CH:15]=[C:14]2[C:19](=[CH:18][CH:17]=1)[O:20][C:21]1[CH:22]=[N+:23]([O-:9])[CH:24]=[CH:25][C:26]=1[C:13]2=[O:12])=[O:28], predict the reactants needed to synthesize it. The reactants are: ClC1C=CC=C(C(OO)=[O:9])C=1.[O:12]=[C:13]1[C:26]2[CH:25]=[CH:24][N:23]=[CH:22][C:21]=2[O:20][C:19]2[C:14]1=[CH:15][C:16]([C:27]([O:29][CH3:30])=[O:28])=[CH:17][CH:18]=2.S([O-])([O-])=O.[Na+].[Na+].C(=O)([O-])O.[Na+]. (4) Given the product [Br:15][CH2:2][CH:3]1[N:9]2[C:10](=[O:13])[O:11][N:12]=[C:8]2[CH2:7][CH2:6][CH2:5][CH2:4]1, predict the reactants needed to synthesize it. The reactants are: O[CH2:2][CH:3]1[N:9]2[C:10](=[O:13])[O:11][N:12]=[C:8]2[CH2:7][CH2:6][CH2:5][CH2:4]1.C(Br)(Br)(Br)[Br:15].C1(P(C2C=CC=CC=2)C2C=CC=CC=2)C=CC=CC=1. (5) Given the product [CH3:22][C:19]1[CH:20]=[CH:21][C:16]([O:15][C:12]2[N:11]=[CH:10][C:9]([N:8]3[C:6](=[O:7])[C:2]4([CH2:5][CH2:4][CH2:3]4)[NH:1][C:26]3=[O:28])=[CH:14][CH:13]=2)=[CH:17][C:18]=1[O:23][CH3:24], predict the reactants needed to synthesize it. The reactants are: [NH2:1][C:2]1([C:6]([NH:8][C:9]2[CH:10]=[N:11][C:12]([O:15][C:16]3[CH:21]=[CH:20][C:19]([CH3:22])=[C:18]([O:23][CH3:24])[CH:17]=3)=[CH:13][CH:14]=2)=[O:7])[CH2:5][CH2:4][CH2:3]1.Cl[C:26](Cl)([O:28]C(=O)OC(Cl)(Cl)Cl)Cl.